From a dataset of Reaction yield outcomes from USPTO patents with 853,638 reactions. Predict the reaction yield, written as a fraction of the theoretical maximum amount of product (1.0 means a 100% yield; for example, 0.34 means a 34% yield). (1) The reactants are Cl[C:2]1[CH:7]=[CH:6][N:5]=[C:4]([O:8][CH3:9])[N:3]=1.O.[NH2:11][NH2:12]. The catalyst is CCO. The product is [NH:11]([C:2]1[CH:7]=[CH:6][N:5]=[C:4]([O:8][CH3:9])[N:3]=1)[NH2:12]. The yield is 0.800. (2) The reactants are [F:1][C:2]1[CH:3]=[C:4]([CH:8]([OH:25])[CH2:9][O:10][C:11]2[CH:24]=[CH:23][C:14]([CH:15]=[C:16]3[S:20][C:19](=[O:21])[NH:18][C:17]3=[O:22])=[CH:13][CH:12]=2)[CH:5]=[CH:6][CH:7]=1.N1C=CC=CC=1C1C=CC=CN=1.[BH4-].[Na+].[BH4-]. The catalyst is C1COCC1.O.[Co](Cl)Cl.CC(O)=O. The product is [F:1][C:2]1[CH:3]=[C:4]([CH:8]([OH:25])[CH2:9][O:10][C:11]2[CH:24]=[CH:23][C:14]([CH2:15][CH:16]3[S:20][C:19](=[O:21])[NH:18][C:17]3=[O:22])=[CH:13][CH:12]=2)[CH:5]=[CH:6][CH:7]=1. The yield is 0.720. (3) The reactants are O=C1C2C(=CC=CC=2)C(=O)[N:3]1[CH2:12][CH2:13][CH2:14][CH2:15][C:16]1[CH:21]=[CH:20][C:19]([S:22]([NH:25][C@@H:26]([CH:30]([CH3:32])[CH3:31])[C:27]([NH2:29])=[O:28])(=[O:24])=[O:23])=[CH:18][CH:17]=1.CN. No catalyst specified. The product is [NH2:3][CH2:12][CH2:13][CH2:14][CH2:15][C:16]1[CH:17]=[CH:18][C:19]([S:22]([NH:25][C@@H:26]([CH:30]([CH3:32])[CH3:31])[C:27]([NH2:29])=[O:28])(=[O:24])=[O:23])=[CH:20][CH:21]=1. The yield is 0.540. (4) The reactants are [C:1]([O:5][C:6]([N:8]1[CH2:12][CH2:11][C@H:10]([O:13][Si:14]([C:17]([CH3:20])([CH3:19])[CH3:18])([CH3:16])[CH3:15])[C@H:9]1[CH:21]([OH:28])[C:22]#[C:23][Si:24]([CH3:27])([CH3:26])[CH3:25])=[O:7])([CH3:4])([CH3:3])[CH3:2].N1C=CC=CC=1.[CH:35]1[CH:40]=[CH:39][C:38]([O:41][C:42](Cl)=[S:43])=[CH:37][CH:36]=1. The catalyst is C(Cl)Cl.CN(C)C1C=CN=CC=1. The product is [C:1]([O:5][C:6]([N:8]1[CH2:12][CH2:11][C@H:10]([O:13][Si:14]([C:17]([CH3:18])([CH3:19])[CH3:20])([CH3:16])[CH3:15])[C@H:9]1[CH:21]([O:28][C:42]([O:41][C:38]1[CH:39]=[CH:40][CH:35]=[CH:36][CH:37]=1)=[S:43])[C:22]#[C:23][Si:24]([CH3:25])([CH3:26])[CH3:27])=[O:7])([CH3:4])([CH3:2])[CH3:3]. The yield is 0.915. (5) The reactants are [OH:1][C:2]1([C:16]2[S:17][C:18]([C:21]3[CH:26]=[C:25]([CH3:27])[CH:24]=[C:23]([NH:28][C:29]4[CH:34]=[C:33]([C:35]([F:38])([F:37])[F:36])[CH:32]=[CH:31][N:30]=4)[N:22]=3)=[CH:19][N:20]=2)[CH2:11][CH2:10][CH2:9][C:8]2[CH:7]=[C:6]([C:12]([O:14]C)=[O:13])[CH:5]=[CH:4][C:3]1=2.[OH-:39].[K+].C1C[O:44]CC1. The catalyst is CO.CS(C)=O. The product is [F:36][C:35]([F:38])([F:37])[C:33]([OH:44])=[O:39].[OH:1][C:2]1([C:16]2[S:17][C:18]([C:21]3[CH:26]=[C:25]([CH3:27])[CH:24]=[C:23]([NH:28][C:29]4[CH:34]=[C:33]([C:35]([F:36])([F:38])[F:37])[CH:32]=[CH:31][N:30]=4)[N:22]=3)=[CH:19][N:20]=2)[CH2:11][CH2:10][CH2:9][C:8]2[CH:7]=[C:6]([C:12]([OH:14])=[O:13])[CH:5]=[CH:4][C:3]1=2. The yield is 0.450.